Dataset: Catalyst prediction with 721,799 reactions and 888 catalyst types from USPTO. Task: Predict which catalyst facilitates the given reaction. (1) The catalyst class is: 5. Reactant: [NH2:1][C@H:2]1[CH2:7][O:6][C@@H:5]([CH:8]([C:15]2[CH:20]=[CH:19][CH:18]=[CH:17][CH:16]=2)[C:9]2[CH:14]=[CH:13][CH:12]=[CH:11][CH:10]=2)[CH2:4][C@@H:3]1[OH:21].[OH:22][C:23]1[CH:30]=[CH:29][C:26]([CH:27]=O)=[CH:25][CH:24]=1.C(O)(=O)C.[BH3-]C#N.[Na+]. Product: [CH:8]([C@H:5]1[CH2:4][C@H:3]([OH:21])[C@@H:2]([NH:1][CH2:27][C:26]2[CH:29]=[CH:30][C:23]([OH:22])=[CH:24][CH:25]=2)[CH2:7][O:6]1)([C:9]1[CH:14]=[CH:13][CH:12]=[CH:11][CH:10]=1)[C:15]1[CH:20]=[CH:19][CH:18]=[CH:17][CH:16]=1. (2) Reactant: [Br:1][C:2]1[CH:7]=[C:6]([F:8])[CH:5]=[C:4](F)[CH:3]=1.C(=O)([O-])[O-].[K+].[K+].[OH:16][C:17]1[CH:18]=[N:19][CH:20]=[CH:21][CH:22]=1. Product: [Br:1][C:2]1[CH:3]=[C:4]([CH:5]=[C:6]([F:8])[CH:7]=1)[O:16][C:17]1[CH:18]=[N:19][CH:20]=[CH:21][CH:22]=1. The catalyst class is: 31. (3) Reactant: CCCC[N+](CCCC)(CCCC)CCCC.[F-].[N:19]([CH2:22][C@@H:23]([C:32]1[CH:41]=[CH:40][C:39]([O:42][CH2:43][C:44]2[CH:49]=[CH:48][CH:47]=[CH:46][CH:45]=2)=[C:38]2[C:33]=1[CH:34]=[CH:35][C:36](=[O:50])[NH:37]2)[O:24][Si](C(C)(C)C)(C)C)=[N+:20]=[N-:21]. Product: [N:19]([CH2:22][C@@H:23]([C:32]1[CH:41]=[CH:40][C:39]([O:42][CH2:43][C:44]2[CH:49]=[CH:48][CH:47]=[CH:46][CH:45]=2)=[C:38]2[C:33]=1[CH:34]=[CH:35][C:36](=[O:50])[NH:37]2)[OH:24])=[N+:20]=[N-:21]. The catalyst class is: 1. (4) Reactant: C[O:2][C:3]([C:5]1[CH:10]=[CH:9][C:8]([C:11]2[CH:16]=[CH:15][C:14]([F:17])=[CH:13][C:12]=2[F:18])=[CH:7][CH:6]=1)=[O:4].[OH-].[Na+].Cl. Product: [F:18][C:12]1[CH:13]=[C:14]([F:17])[CH:15]=[CH:16][C:11]=1[C:8]1[CH:9]=[CH:10][C:5]([C:3]([OH:4])=[O:2])=[CH:6][CH:7]=1. The catalyst class is: 12. (5) Product: [Br:16][CH2:17][CH2:18][CH2:19][N:8]1[C:9]2[CH:14]=[CH:13][CH:12]=[CH:11][C:10]=2[N:6]([C:3]([CH3:5])=[CH2:4])[C:7]1=[O:15].[Cl:20][CH2:19][CH2:18][CH2:17][N:8]1[C:9]2[CH:14]=[CH:13][CH:12]=[CH:11][C:10]=2[N:6]([C:3]([CH3:5])=[CH2:4])[C:7]1=[O:15]. The catalyst class is: 3. Reactant: [H-].[Na+].[C:3]([N:6]1[C:10]2[CH:11]=[CH:12][CH:13]=[CH:14][C:9]=2[NH:8][C:7]1=[O:15])([CH3:5])=[CH2:4].[Br:16][CH2:17][CH2:18][CH2:19][Cl:20].O.